From a dataset of NCI-60 drug combinations with 297,098 pairs across 59 cell lines. Regression. Given two drug SMILES strings and cell line genomic features, predict the synergy score measuring deviation from expected non-interaction effect. (1) Drug 1: CC1C(C(CC(O1)OC2CC(CC3=C2C(=C4C(=C3O)C(=O)C5=C(C4=O)C(=CC=C5)OC)O)(C(=O)C)O)N)O.Cl. Drug 2: C1=NC2=C(N1)C(=S)N=C(N2)N. Cell line: KM12. Synergy scores: CSS=46.6, Synergy_ZIP=-9.58, Synergy_Bliss=-7.08, Synergy_Loewe=-5.63, Synergy_HSA=-2.57. (2) Drug 1: CNC(=O)C1=CC=CC=C1SC2=CC3=C(C=C2)C(=NN3)C=CC4=CC=CC=N4. Drug 2: CC1=C(C=C(C=C1)NC(=O)C2=CC=C(C=C2)CN3CCN(CC3)C)NC4=NC=CC(=N4)C5=CN=CC=C5. Cell line: MDA-MB-231. Synergy scores: CSS=-7.03, Synergy_ZIP=2.20, Synergy_Bliss=-3.39, Synergy_Loewe=-6.69, Synergy_HSA=-6.98.